This data is from Forward reaction prediction with 1.9M reactions from USPTO patents (1976-2016). The task is: Predict the product of the given reaction. (1) Given the reactants C(=O)([O-])[O-].[Cs+].[Cs+].[CH2:7](I)[CH2:8][CH3:9].[Br:11][C:12]1[N:13]=[C:14]([C:21]([C:23]2[CH:24]=[C:25]3[C:30](=[CH:31][CH:32]=2)[NH:29][C:28](=[O:33])[N:27]([CH2:34][CH2:35][O:36][C:37]2[CH:42]=[CH:41][C:40]([F:43])=[CH:39][CH:38]=2)[C:26]3=[O:44])=[O:22])[N:15]2[CH:20]=[CH:19][CH:18]=[CH:17][C:16]=12, predict the reaction product. The product is: [Br:11][C:12]1[N:13]=[C:14]([C:21]([C:23]2[CH:24]=[C:25]3[C:30](=[CH:31][CH:32]=2)[N:29]([CH2:7][CH2:8][CH3:9])[C:28](=[O:33])[N:27]([CH2:34][CH2:35][O:36][C:37]2[CH:38]=[CH:39][C:40]([F:43])=[CH:41][CH:42]=2)[C:26]3=[O:44])=[O:22])[N:15]2[CH:20]=[CH:19][CH:18]=[CH:17][C:16]=12. (2) Given the reactants [CH:1]1([C:4]2[N:5]=[C:6]3[C:12]([C:13]([OH:15])=O)=[CH:11][NH:10][C:7]3=[N:8][CH:9]=2)[CH2:3][CH2:2]1.C1(C2N=C3C(C(O)=O)=CN(COCC[Si](C)(C)C)C3=NC=2)CC1.[O:39]1[CH2:44][CH2:43][CH:42]([CH:45]([NH2:47])[CH3:46])[CH2:41][CH2:40]1.Cl.N[C@@H](C1(O)CCCC1)C, predict the reaction product. The product is: [O:39]1[CH2:44][CH2:43][CH:42]([CH:45]([NH:47][C:13]([C:12]2[C:6]3[C:7](=[N:8][CH:9]=[C:4]([CH:1]4[CH2:2][CH2:3]4)[N:5]=3)[NH:10][CH:11]=2)=[O:15])[CH3:46])[CH2:41][CH2:40]1.